This data is from Full USPTO retrosynthesis dataset with 1.9M reactions from patents (1976-2016). The task is: Predict the reactants needed to synthesize the given product. (1) Given the product [CH3:4][C:2]([S:5]([NH:7][C@@H:8]([C:9]1[CH:14]=[N:13][C:12]([C:15]([F:18])([F:17])[F:16])=[N:11][CH:10]=1)[CH3:19])=[O:6])([CH3:1])[CH3:3], predict the reactants needed to synthesize it. The reactants are: [CH3:1][C:2]([S:5](/[N:7]=[CH:8]\[C:9]1[CH:10]=[N:11][C:12]([C:15]([F:18])([F:17])[F:16])=[N:13][CH:14]=1)=[O:6])([CH3:4])[CH3:3].[CH3:19][Li]. (2) Given the product [C:1]([N:5]1[CH2:9][C@@H:8]([C:10]2[CH:15]=[CH:14][C:13]([F:16])=[CH:12][C:11]=2[F:17])[C@H:7]([C:18]([N:20]2[CH2:25][CH2:24][CH:23]([C:26]3[CH:31]=[C:30]([CH3:32])[C:29]([CH3:33])=[CH:28][C:27]=3[C@@H:34]([NH2:37])[CH2:35][CH3:36])[CH2:22][CH2:21]2)=[O:19])[CH2:6]1)([CH3:4])([CH3:3])[CH3:2], predict the reactants needed to synthesize it. The reactants are: [C:1]([N:5]1[CH2:9][C@@H:8]([C:10]2[CH:15]=[CH:14][C:13]([F:16])=[CH:12][C:11]=2[F:17])[C@H:7]([C:18]([N:20]2[CH2:25][CH2:24][CH:23]([C:26]3[CH:31]=[C:30]([CH3:32])[C:29]([CH3:33])=[CH:28][C:27]=3[C@@H:34]([NH:37]C(=O)OCC3C=CC=CC=3)[CH2:35][CH3:36])[CH2:22][CH2:21]2)=[O:19])[CH2:6]1)([CH3:4])([CH3:3])[CH3:2]. (3) Given the product [C:1]1([C:7]2[S:11][C:10]3=[N:12][N:13]=[C:14]([SH:15])[N:9]3[CH:8]=2)[CH:2]=[CH:3][CH:4]=[CH:5][CH:6]=1, predict the reactants needed to synthesize it. The reactants are: [C:1]1([C:7]2[S:11][C:10]([NH:12][NH2:13])=[N:9][CH:8]=2)[CH:6]=[CH:5][CH:4]=[CH:3][CH:2]=1.[C:14](N1C=CN=C1)(N1C=CN=C1)=[S:15]. (4) Given the product [ClH:25].[ClH:25].[C:1]12([CH2:11][NH:12][C:13]([C:15]3[C:16]4[CH:17]=[CH:18][C:19]([NH:32][CH2:33][CH2:34][NH:35][CH2:36][CH2:37][OH:38])=[N:20][C:21]=4[CH:22]=[CH:23][CH:24]=3)=[O:14])[CH2:10][CH:5]3[CH2:6][CH:7]([CH2:9][CH:3]([CH2:4]3)[CH2:2]1)[CH2:8]2, predict the reactants needed to synthesize it. The reactants are: [C:1]12([CH2:11][NH:12][C:13]([C:15]3[C:16]4[CH:17]=[CH:18][C:19]([Cl:25])=[N:20][C:21]=4[CH:22]=[CH:23][CH:24]=3)=[O:14])[CH2:10][CH:5]3[CH2:6][CH:7]([CH2:9][CH:3]([CH2:4]3)[CH2:2]1)[CH2:8]2.C(=O)([O-])[O-].[K+].[K+].[NH2:32][CH2:33][CH2:34][NH:35][CH2:36][CH2:37][OH:38]. (5) Given the product [CH2:17]([N:19]([CH2:20][CH3:21])[C:14]([C:3]1[CH:2]=[CH:1][C:13]2[N:12]([CH2:3][CH2:2][CH2:1][CH2:13][CH3:5])[C:11]3[C:6]([C:5]=2[CH:4]=1)=[CH:7][CH:8]=[CH:9][CH:10]=3)=[O:16])[CH3:18], predict the reactants needed to synthesize it. The reactants are: [CH:1]1[C:13]2[NH:12][C:11]3[C:6](=[CH:7][CH:8]=[CH:9][CH:10]=3)[C:5]=2[CH:4]=[C:3]([C:14]([OH:16])=O)[CH:2]=1.[CH2:17]([NH:19][CH2:20][CH3:21])[CH3:18]. (6) Given the product [CH3:51][S:52]([OH:55])(=[O:54])=[O:53].[CH3:51][S:52]([OH:55])(=[O:54])=[O:53].[CH3:41][O:40][C:38]1[CH:39]=[C:34]([C:31]2[CH:30]=[CH:29][C:28]([N:26]([CH3:27])[CH2:25][CH2:24][N:23]([C:20]3[CH:21]=[CH:22][C:17]([C:5]4[CH:6]=[C:7]([O:15][CH3:16])[C:8]([O:9][CH2:10][C:11]([F:13])([F:14])[F:12])=[C:3]([O:2][CH3:1])[CH:4]=4)=[N:18][CH:19]=3)[CH3:50])=[CH:33][N:32]=2)[CH:35]=[C:36]([O:48][CH3:49])[C:37]=1[O:42][CH2:43][C:44]([F:46])([F:47])[F:45], predict the reactants needed to synthesize it. The reactants are: [CH3:1][O:2][C:3]1[CH:4]=[C:5]([C:17]2[CH:22]=[CH:21][C:20]([N:23]([CH3:50])[CH2:24][CH2:25][N:26]([C:28]3[CH:29]=[CH:30][C:31]([C:34]4[CH:39]=[C:38]([O:40][CH3:41])[C:37]([O:42][CH2:43][C:44]([F:47])([F:46])[F:45])=[C:36]([O:48][CH3:49])[CH:35]=4)=[N:32][CH:33]=3)[CH3:27])=[CH:19][N:18]=2)[CH:6]=[C:7]([O:15][CH3:16])[C:8]=1[O:9][CH2:10][C:11]([F:14])([F:13])[F:12].[CH3:51][S:52]([OH:55])(=[O:54])=[O:53]. (7) The reactants are: I[CH2:2][CH3:3].[Br:4][C:5]1[CH:6]=[C:7]([C:17]([O:19][CH3:20])=[O:18])[CH:8]=[C:9]2[C:14]=1[O:13][C:12](=[S:15])[CH:11]=[C:10]2[OH:16].C(=O)([O-])[O-].[K+].[K+]. Given the product [Br:4][C:5]1[CH:6]=[C:7]([C:17]([O:19][CH3:20])=[O:18])[CH:8]=[C:9]2[C:14]=1[O:13][C:12]([S:15][CH2:2][CH3:3])=[CH:11][C:10]2=[O:16], predict the reactants needed to synthesize it. (8) Given the product [C:1]([O:5][C:6]([N:8]1[CH2:9][CH:10]=[C:11]([C:14]2[N:15]=[CH:16][CH:17]=[CH:18][N:19]=2)[CH2:12][CH2:13]1)=[O:7])([CH3:4])([CH3:2])[CH3:3], predict the reactants needed to synthesize it. The reactants are: [C:1]([O:5][C:6]([N:8]1[CH2:13][CH2:12][C:11](O)([C:14]2[N:19]=[CH:18][CH:17]=[CH:16][N:15]=2)[CH2:10][CH2:9]1)=[O:7])([CH3:4])([CH3:3])[CH3:2].O=P(Cl)(Cl)Cl.O. (9) Given the product [NH2:2][C:1]1[N:21]([C:17]2[CH:18]=[CH:19][CH:20]=[C:15]([C:14]([F:23])([F:24])[F:13])[CH:16]=2)[N:22]=[CH:9][C:3]=1[C:4]([O:6][CH2:7][CH3:8])=[O:5], predict the reactants needed to synthesize it. The reactants are: [C:1]([C:3](=[CH:9]OCC)[C:4]([O:6][CH2:7][CH3:8])=[O:5])#[N:2].[F:13][C:14]([F:24])([F:23])[C:15]1[CH:16]=[C:17]([NH:21][NH2:22])[CH:18]=[CH:19][CH:20]=1.